Dataset: Reaction yield outcomes from USPTO patents with 853,638 reactions. Task: Predict the reaction yield, written as a fraction of the theoretical maximum amount of product (1.0 means a 100% yield; for example, 0.34 means a 34% yield). (1) The reactants are [CH3:1][O:2][C:3]1[CH:10]=[CH:9][C:8]([F:11])=[CH:7][C:4]=1[CH:5]=[O:6].[CH:12]([Mg]Br)=[CH:13][CH2:14][CH3:15].[Cl-].[NH4+]. The catalyst is C1COCC1. The product is [CH3:1][O:2][C:3]1[CH:10]=[CH:9][C:8]([F:11])=[CH:7][C:4]=1[CH:5]([OH:6])[CH2:15][CH2:14][CH:13]=[CH2:12]. The yield is 0.930. (2) The reactants are [CH3:1][C:2]([O:5][CH2:6][CH:7]=[N:8][OH:9])([CH3:4])[CH3:3].ClN1C(=O)CCC1=O.[C:18]([CH2:23][C:24]([O:26][CH3:27])=[O:25])(=O)[CH:19]([CH3:21])[CH3:20].C[O-].[Na+].CO. The catalyst is CN(C)C=O.O1CCCC1.CCOCC. The product is [CH3:1][C:2]([O:5][CH2:6][C:7]1[C:23]([C:24]([O:26][CH3:27])=[O:25])=[C:18]([CH:19]([CH3:21])[CH3:20])[O:9][N:8]=1)([CH3:4])[CH3:3]. The yield is 0.630. (3) The reactants are [Cl:1][C:2]1[CH:7]=[CH:6][CH:5]=[C:4]([F:8])[C:3]=1[C:9]#[C:10][Si](C)(C)C.C(=O)([O-])[O-].[K+].[K+]. The catalyst is CO.ClCCl.O. The product is [Cl:1][C:2]1[CH:7]=[CH:6][CH:5]=[C:4]([F:8])[C:3]=1[C:9]#[CH:10]. The yield is 0.850. (4) The reactants are C(=O)([O-])[O-].[K+].[K+].[C:7]([O:11][C:12]([N:14]1[CH2:19][CH2:18][CH2:17][C@H:16]2[CH2:20][N:21]([C:23]3[C:32]([O:33][CH3:34])=[C:31]4[C:26]([C:27](=[O:41])[C:28]([C:38]([OH:40])=[O:39])=[CH:29][N:30]4[CH:35]4[CH2:37][CH2:36]4)=[CH:25][C:24]=3[F:42])[CH2:22][C@@H:15]12)=[O:13])([CH3:10])([CH3:9])[CH3:8].[CH2:43](Br)[C:44]1[CH:49]=[CH:48][CH:47]=[CH:46][CH:45]=1. The product is [C:7]([O:11][C:12]([N:14]1[CH2:19][CH2:18][CH2:17][C@H:16]2[CH2:20][N:21]([C:23]3[C:32]([O:33][CH3:34])=[C:31]4[C:26]([C:27](=[O:41])[C:28]([C:38]([O:40][CH2:43][C:44]5[CH:49]=[CH:48][CH:47]=[CH:46][CH:45]=5)=[O:39])=[CH:29][N:30]4[CH:35]4[CH2:37][CH2:36]4)=[CH:25][C:24]=3[F:42])[CH2:22][C@@H:15]12)=[O:13])([CH3:10])([CH3:8])[CH3:9]. The yield is 0.890. The catalyst is CN(C=O)C. (5) The reactants are [C:1]([O:5][C:6]([N:8]1[CH2:13][CH2:12][CH2:11][CH2:10][CH:9]1[C:14](O)=O)=[O:7])([CH3:4])([CH3:3])[CH3:2].C([N:19](CC)CC)C.ClC(OCC)=O.N. The catalyst is C1COCC1. The product is [C:1]([O:5][C:6]([N:8]1[CH2:13][CH2:12][CH2:11][CH2:10][CH:9]1[C:14]#[N:19])=[O:7])([CH3:4])([CH3:3])[CH3:2]. The yield is 0.740. (6) The reactants are [F:1][C:2]1[CH:10]=[CH:9][C:5]([C:6]([CH3:8])=[CH2:7])=[CH:4][CH:3]=1.C1C(=O)N([Br:18])C(=O)C1. The catalyst is C(Cl)Cl.C1COCC1.C(S([O-])(=O)=O)(F)(F)F.C(S([O-])(=O)=O)(F)(F)F.C(S([O-])(=O)=O)(F)(F)F.[Yb+3].C[Si](Cl)(C)C. The product is [F:1][C:2]1[CH:10]=[CH:9][C:5]([C:6]([CH2:8][Br:18])=[CH2:7])=[CH:4][CH:3]=1. The yield is 0.630. (7) The reactants are Br[C:2]1[CH:3]=[C:4]([N+:9]([O-:11])=[O:10])[C:5]([CH3:8])=[N:6][CH:7]=1.[CH2:12]([N:15]([CH3:17])[CH3:16])[C:13]#[CH:14]. The catalyst is C(NCC)C.CCOC(C)=O.C([O-])([O-])=O.[Na+].[Na+].[Cu](I)I.Cl[Pd](Cl)([P](C1C=CC=CC=1)(C1C=CC=CC=1)C1C=CC=CC=1)[P](C1C=CC=CC=1)(C1C=CC=CC=1)C1C=CC=CC=1. The product is [CH3:16][N:15]([CH3:17])[CH2:12][C:13]#[C:14][C:2]1[CH:7]=[N:6][C:5]([CH3:8])=[C:4]([N+:9]([O-:11])=[O:10])[CH:3]=1. The yield is 0.910. (8) The reactants are [Cl:1][C:2]1[CH:7]=[CH:6][C:5]([C:8]#[CH:9])=[CH:4][CH:3]=1.[Cl:10][C:11]1[CH:16]=[C:15]([Cl:17])[CH:14]=[CH:13][C:12]=1I.C(NC(C)C)(C)C. The catalyst is C(Cl)Cl.Cl[Pd](Cl)([P](C1C=CC=CC=1)(C1C=CC=CC=1)C1C=CC=CC=1)[P](C1C=CC=CC=1)(C1C=CC=CC=1)C1C=CC=CC=1.[Cu]I. The product is [Cl:10][C:11]1[CH:16]=[C:15]([Cl:17])[CH:14]=[CH:13][C:12]=1[C:9]#[C:8][C:5]1[CH:6]=[CH:7][C:2]([Cl:1])=[CH:3][CH:4]=1. The yield is 0.870. (9) The reactants are [NH:1]1[CH2:7][C:5](=[O:6])[NH:4][C:2]1=[O:3].[CH:8]1([NH:11][C:12]2[N:17]3[N:18]=[CH:19][C:20]([CH:21]=O)=[C:16]3[N:15]=[C:14]([S:23][CH3:24])[C:13]=2[C:25]#[N:26])[CH2:10][CH2:9]1.N1CCCCC1. The catalyst is C(O)C.O. The product is [CH:8]1([NH:11][C:12]2[N:17]3[N:18]=[CH:19][C:20]([CH:21]=[C:7]4[C:5](=[O:6])[NH:4][C:2](=[O:3])[NH:1]4)=[C:16]3[N:15]=[C:14]([S:23][CH3:24])[C:13]=2[C:25]#[N:26])[CH2:9][CH2:10]1. The yield is 0.830.